Task: Predict the reaction yield, written as a fraction of the theoretical maximum amount of product (1.0 means a 100% yield; for example, 0.34 means a 34% yield).. Dataset: Reaction yield outcomes from USPTO patents with 853,638 reactions (1) The reactants are C([O:3][C:4]([C:6]1[CH:7]=[C:8]([C:12]2[CH:13]=[N:14][CH:15]=[CH:16][CH:17]=2)[CH:9]=[N:10][CH:11]=1)=O)C.[BH4-].[Na+]. The catalyst is C(O)C. The product is [N:10]1[CH:11]=[C:6]([CH2:4][OH:3])[CH:7]=[C:8]([C:12]2[CH:13]=[N:14][CH:15]=[CH:16][CH:17]=2)[CH:9]=1. The yield is 0.340. (2) The reactants are [CH3:1][O:2][C:3]([C:5]1[CH:6]=[C:7]2[C:12](=[C:13]([Cl:15])[CH:14]=1)[NH:11][CH:10]([C:16]1[CH:21]=[CH:20][CH:19]=[C:18](Br)[CH:17]=1)[C:9]([CH3:24])([CH3:23])[CH2:8]2)=[O:4].[NH:25]1[CH2:30][CH2:29][O:28][CH2:27][CH2:26]1.Cl.CN(C)CC(O)=O.C(=O)([O-])[O-].[K+].[K+]. The catalyst is CS(C)=O.[Cu]I. The product is [CH3:1][O:2][C:3]([C:5]1[CH:6]=[C:7]2[C:12](=[C:13]([Cl:15])[CH:14]=1)[NH:11][CH:10]([C:16]1[CH:21]=[CH:20][CH:19]=[C:18]([N:25]3[CH2:30][CH2:29][O:28][CH2:27][CH2:26]3)[CH:17]=1)[C:9]([CH3:24])([CH3:23])[CH2:8]2)=[O:4]. The yield is 0.800. (3) The reactants are [CH2:1]([O:7][C:8]1[CH:9]=[C:10]([CH:18]=[CH:19][CH:20]=1)[O:11][CH2:12][CH2:13][CH2:14][CH2:15][CH:16]=O)[CH2:2][CH2:3][CH2:4][CH2:5][CH3:6].C1COCC1.[CH3:26][NH2:27].[BH-](OC(C)=O)(OC(C)=O)OC(C)=O.[Na+]. The catalyst is O. The product is [CH2:1]([O:7][C:8]1[CH:9]=[C:10]([CH:18]=[CH:19][CH:20]=1)[O:11][CH2:12][CH2:13][CH2:14][CH2:15][CH2:16][NH:27][CH3:26])[CH2:2][CH2:3][CH2:4][CH2:5][CH3:6]. The yield is 0.230. (4) The reactants are [N:1]1[CH:6]=[CH:5][CH:4]=[C:3]([NH:7][C:8]2([C:32]#[N:33])[CH2:13][CH2:12][N:11]([C:14]3[CH:19]=[CH:18][C:17]([N:20]4[CH2:24][C@H:23]([CH2:25][NH:26][C:27](=O)[CH3:28])[O:22][C:21]4=[O:30])=[CH:16][C:15]=3[F:31])[CH2:10][CH2:9]2)[CH:2]=1.COC1C=CC(P2(SP(C3C=CC(OC)=CC=3)(=S)S2)=[S:43])=CC=1. No catalyst specified. The product is [N:1]1[CH:6]=[CH:5][CH:4]=[C:3]([NH:7][C:8]2([C:32]#[N:33])[CH2:13][CH2:12][N:11]([C:14]3[CH:19]=[CH:18][C:17]([N:20]4[CH2:24][C@H:23]([CH2:25][NH:26][C:27](=[S:43])[CH3:28])[O:22][C:21]4=[O:30])=[CH:16][C:15]=3[F:31])[CH2:10][CH2:9]2)[CH:2]=1. The yield is 0.580.